Predict the product of the given reaction. From a dataset of Forward reaction prediction with 1.9M reactions from USPTO patents (1976-2016). Given the reactants [Cl:1][C:2]1[N:3]=[C:4]([C:9]([NH:11][C:12]2[CH:17]=[CH:16][C:15]([C:18]3[O:19][C:20]([CH3:27])=[C:21]([C:23]([O:25]C)=[O:24])[N:22]=3)=[CH:14][C:13]=2[O:28][CH3:29])=[O:10])[NH:5][C:6]=1[CH2:7][CH3:8].[OH-].[Li+].CO, predict the reaction product. The product is: [Cl:1][C:2]1[N:3]=[C:4]([C:9]([NH:11][C:12]2[CH:17]=[CH:16][C:15]([C:18]3[O:19][C:20]([CH3:27])=[C:21]([C:23]([OH:25])=[O:24])[N:22]=3)=[CH:14][C:13]=2[O:28][CH3:29])=[O:10])[NH:5][C:6]=1[CH2:7][CH3:8].